From a dataset of Catalyst prediction with 721,799 reactions and 888 catalyst types from USPTO. Predict which catalyst facilitates the given reaction. (1) Product: [Cl:21][C:18]1[CH:19]=[CH:20][C:15]([C@@:12]2([C:13]#[N:14])[C@H:11]([CH2:23][C:24]([CH3:26])([CH3:25])[CH3:27])[NH:10][C@@H:9]([C:28]([NH:30][C:31]3[CH:40]=[CH:39][C:34]([C:35]([OH:37])=[O:36])=[CH:33][N:32]=3)=[O:29])[C@@H:8]2[C:4]2[CH:5]=[CH:6][CH:7]=[C:2]([Cl:1])[C:3]=2[F:41])=[C:16]([F:22])[CH:17]=1. The catalyst class is: 2. Reactant: [Cl:1][C:2]1[C:3]([F:41])=[C:4]([C@@H:8]2[C@:12]([C:15]3[CH:20]=[CH:19][C:18]([Cl:21])=[CH:17][C:16]=3[F:22])([C:13]#[N:14])[C@H:11]([CH2:23][C:24]([CH3:27])([CH3:26])[CH3:25])[NH:10][C@H:9]2[C:28]([NH:30][C:31]2[CH:40]=[CH:39][C:34]([C:35]([O:37]C)=[O:36])=[CH:33][N:32]=2)=[O:29])[CH:5]=[CH:6][CH:7]=1.[Br-].[Al+3].[Br-].[Br-].CSC. (2) Reactant: [NH:1]1[CH2:6][CH2:5][C:4]2([C:14]3[C:9](=[CH:10][CH:11]=[CH:12][CH:13]=3)[C:8](=[O:15])[NH:7]2)[CH2:3][CH2:2]1.C([O-])([O-])=O.[K+].[K+].[CH3:22][C:23]([O:26][C:27](O[C:27]([O:26][C:23]([CH3:25])([CH3:24])[CH3:22])=[O:28])=[O:28])([CH3:25])[CH3:24]. Product: [O:15]=[C:8]1[C:9]2[C:14](=[CH:13][CH:12]=[CH:11][CH:10]=2)[C:4]2([CH2:5][CH2:6][N:1]([C:27]([O:26][C:23]([CH3:25])([CH3:24])[CH3:22])=[O:28])[CH2:2][CH2:3]2)[NH:7]1. The catalyst class is: 23. (3) Reactant: C1(C(C2C=CC=CC=2)(C2C=CC=CC=2)[N:8]2[CH:16]=[N:15][C:14]3[C:13](=[O:17])[NH:12][C:11]([NH2:18])=[N:10][C:9]2=3)C=CC=CC=1.[CH3:31][O:32][C:33]1[CH:38]=[CH:37][C:36]([O:39][CH2:40][CH2:41][O:42][CH2:43]Cl)=[CH:35][CH:34]=1.CCO. Product: [CH3:31][O:32][C:33]1[CH:38]=[CH:37][C:36]([O:39][CH2:40][CH2:41][O:42][CH2:43][N:15]2[C:14]3[C:13](=[O:17])[NH:12][C:11]([NH2:18])=[N:10][C:9]=3[N:8]=[CH:16]2)=[CH:35][CH:34]=1. The catalyst class is: 3. (4) Reactant: CS([O:5][C@@H:6]1[CH2:11][CH2:10][CH2:9][N:8]([CH:12]2[CH2:17][CH2:16][N:15]([C:18]([O:20][C:21]([CH3:24])([CH3:23])[CH3:22])=[O:19])[CH2:14][CH2:13]2)[C:7]1=[O:25])(=O)=O.C(=O)([O-])[O-].[K+].[K+].[Br:32][C:33]1[C:38]([F:39])=[CH:37][C:36](O)=[C:35]([F:41])[CH:34]=1. Product: [Br:32][C:33]1[C:38]([F:39])=[CH:37][C:36]([O:5][C@H:6]2[CH2:11][CH2:10][CH2:9][N:8]([CH:12]3[CH2:17][CH2:16][N:15]([C:18]([O:20][C:21]([CH3:24])([CH3:23])[CH3:22])=[O:19])[CH2:14][CH2:13]3)[C:7]2=[O:25])=[C:35]([F:41])[CH:34]=1. The catalyst class is: 1. (5) Reactant: [CH3:1][O:2][C:3]1[CH2:7][CH2:6][C:5](=[O:8])[C:4]=1[C:9]1[C:14]([CH3:15])=[CH:13][C:12]([CH3:16])=[CH:11][C:10]=1[CH3:17].[Li+].C[Si]([N-][Si](C)(C)C)(C)C.Br[CH2:29][C:30]#[N:31]. Product: [CH3:1][O:2][C:3]1[CH:7]([CH2:29][C:30]#[N:31])[CH2:6][C:5](=[O:8])[C:4]=1[C:9]1[C:14]([CH3:15])=[CH:13][C:12]([CH3:16])=[CH:11][C:10]=1[CH3:17]. The catalyst class is: 1. (6) Reactant: [CH2:1]([C:4]1[N:5]([OH:17])[C:6]2[C:15]3[CH:14]=[CH:13][CH:12]=[CH:11][C:10]=3[N:9]=[CH:8][C:7]=2[N:16]=1)[CH2:2][CH3:3].Br[CH2:19][C:20]([NH2:22])=[O:21].C(N(CC)CC)C. Product: [CH2:1]([C:4]1[N:5]([O:17][CH2:19][C:20]([NH2:22])=[O:21])[C:6]2[C:15]3[CH:14]=[CH:13][CH:12]=[CH:11][C:10]=3[N:9]=[CH:8][C:7]=2[N:16]=1)[CH2:2][CH3:3]. The catalyst class is: 1. (7) Reactant: [F:1][C:2]1[CH:18]=[CH:17][C:5]([C:6]([N:8]2[CH2:13][CH2:12][CH2:11][C@H:10]([C:14]([OH:16])=O)[CH2:9]2)=[O:7])=[CH:4][CH:3]=1.[C:19]([O:23][C:24]([CH3:27])([CH3:26])[CH3:25])(=[O:22])[NH:20][NH2:21].C1C=CC2N(O)N=NC=2C=1.CCN=C=NCCCN(C)C.Cl.Cl. Product: [C:24]([O:23][C:19]([NH:20][NH:21][C:14]([C@H:10]1[CH2:11][CH2:12][CH2:13][N:8]([C:6](=[O:7])[C:5]2[CH:4]=[CH:3][C:2]([F:1])=[CH:18][CH:17]=2)[CH2:9]1)=[O:16])=[O:22])([CH3:27])([CH3:26])[CH3:25]. The catalyst class is: 4. (8) Product: [CH3:1][C:2]12[C:12](=[O:13])[C:11]3[C:6](=[CH:7][CH:8]=[CH:9][CH:10]=3)[C:4](=[O:5])[CH:3]1[O:14]2. Reactant: [CH3:1][C:2]1[C:12](=[O:13])[C:11]2[CH:10]=[CH:9][CH:8]=[CH:7][C:6]=2[C:4](=[O:5])[CH:3]=1.[OH-:14].[Na+].OO. The catalyst class is: 24.